Dataset: Reaction yield outcomes from USPTO patents with 853,638 reactions. Task: Predict the reaction yield, written as a fraction of the theoretical maximum amount of product (1.0 means a 100% yield; for example, 0.34 means a 34% yield). (1) The reactants are C(OC(=O)[NH:7][CH2:8][CH2:9][NH:10][C:11](=[O:37])[CH2:12][C@@H:13]1[N:19]=[C:18]([C:20]2[CH:25]=[CH:24][C:23]([Cl:26])=[CH:22][CH:21]=2)[C:17]2[CH:27]=[C:28]([O:31][CH3:32])[CH:29]=[CH:30][C:16]=2[N:15]2[C:33]([CH3:36])=[N:34][N:35]=[C:14]12)(C)(C)C.C(O)(C(F)(F)F)=O.[OH-].[K+]. The catalyst is C(Cl)Cl. The product is [NH2:7][CH2:8][CH2:9][NH:10][C:11](=[O:37])[CH2:12][C@@H:13]1[N:19]=[C:18]([C:20]2[CH:21]=[CH:22][C:23]([Cl:26])=[CH:24][CH:25]=2)[C:17]2[CH:27]=[C:28]([O:31][CH3:32])[CH:29]=[CH:30][C:16]=2[N:15]2[C:33]([CH3:36])=[N:34][N:35]=[C:14]12. The yield is 0.746. (2) The yield is 0.710. The catalyst is C(Cl)Cl. The product is [C:9]([O:24][C@H:25]([CH2:30][CH2:31][CH2:32][CH2:33][CH2:34][CH2:35][CH2:36][CH2:37][CH2:38][CH2:39][CH3:40])[CH2:26][C:27]([NH:8][C:6](=[O:7])[C@H:3]([CH2:4][OH:5])[NH2:2])=[O:28])(=[O:23])[CH2:10][CH2:11][CH2:12][CH2:13][CH2:14][CH2:15][CH2:16][CH2:17][CH2:18][CH2:19][CH2:20][CH2:21][CH3:22]. The reactants are Cl.[NH2:2][C@H:3]([C:6]([NH2:8])=[O:7])[CH2:4][OH:5].[C:9]([O:24][C@H:25]([CH2:30][CH2:31][CH2:32][CH2:33][CH2:34][CH2:35][CH2:36][CH2:37][CH2:38][CH2:39][CH3:40])[CH2:26][C:27](O)=[O:28])(=[O:23])[CH2:10][CH2:11][CH2:12][CH2:13][CH2:14][CH2:15][CH2:16][CH2:17][CH2:18][CH2:19][CH2:20][CH2:21][CH3:22].C(N(CC)CC)C.CCOC1N(C(OCC)=O)C2C(=CC=CC=2)C=C1. (3) The reactants are [F:1][C:2]1[C:3]([N+:16]([O-])=O)=[CH:4][C:5]([N+:13]([O-])=O)=[C:6]([CH:8]=[CH:9]N(C)C)[CH:7]=1. The catalyst is CCO.[Ni]. The product is [F:1][C:2]1[CH:7]=[C:6]2[C:5](=[CH:4][C:3]=1[NH2:16])[NH:13][CH:9]=[CH:8]2. The yield is 0.160.